From a dataset of Reaction yield outcomes from USPTO patents with 853,638 reactions. Predict the reaction yield, written as a fraction of the theoretical maximum amount of product (1.0 means a 100% yield; for example, 0.34 means a 34% yield). (1) The product is [C:27]([C:24]1[CH:23]=[CH:22][C:21]([CH:10]([CH2:11][C:12]2[CH:17]=[CH:16][C:15]([N+:18]([O-:20])=[O:19])=[CH:14][CH:13]=2)[C:9]([OH:31])=[O:8])=[CH:26][CH:25]=1)([CH3:30])([CH3:28])[CH3:29]. The catalyst is O1CCCC1.CO.O. The reactants are C([O:8][C:9](=[O:31])[CH:10]([C:21]1[CH:26]=[CH:25][C:24]([C:27]([CH3:30])([CH3:29])[CH3:28])=[CH:23][CH:22]=1)[CH2:11][C:12]1[CH:17]=[CH:16][C:15]([N+:18]([O-:20])=[O:19])=[CH:14][CH:13]=1)C1C=CC=CC=1.[OH-].[Na+].Cl. The yield is 1.00. (2) The reactants are [F:1][C:2]1[C:10]([CH3:11])=[CH:9][CH:8]=[C:7]([F:12])[C:3]=1[C:4]([OH:6])=[O:5].S(Cl)(Cl)=O.[CH3:17]O. No catalyst specified. The product is [F:1][C:2]1[C:10]([CH3:11])=[CH:9][CH:8]=[C:7]([F:12])[C:3]=1[C:4]([O:6][CH3:17])=[O:5]. The yield is 0.860. (3) The reactants are [C:1]([C:9]1[CH:19]=[CH:18][C:12]2[N:13]=[C:14]([CH2:16]Cl)[NH:15][C:11]=2[CH:10]=1)(=[O:8])[C:2]1[CH:7]=[CH:6][CH:5]=[CH:4][CH:3]=1.C(OC([N:27]([CH2:47][C:48]1[CH:53]=[CH:52][CH:51]=[CH:50][N:49]=1)[CH2:28][C:29]1[CH:34]=[CH:33][C:32]([CH2:35][NH:36][CH:37]2[C:46]3[N:45]=[CH:44][CH:43]=[CH:42][C:41]=3[CH2:40][CH2:39][CH2:38]2)=[CH:31][CH:30]=1)=O)(C)(C)C.C(N(CC)C(C)C)(C)C. The catalyst is CN(C=O)C. The product is [N:49]1[CH:50]=[CH:51][CH:52]=[CH:53][C:48]=1[CH2:47][NH:27][CH2:28][C:29]1[CH:30]=[CH:31][C:32]([CH2:35][N:36]([CH2:16][C:14]2[NH:13][C:12]3[CH:18]=[CH:19][C:9]([C:1](=[O:8])[C:2]4[CH:7]=[CH:6][CH:5]=[CH:4][CH:3]=4)=[CH:10][C:11]=3[N:15]=2)[CH:37]2[C:46]3[N:45]=[CH:44][CH:43]=[CH:42][C:41]=3[CH2:40][CH2:39][CH2:38]2)=[CH:33][CH:34]=1. The yield is 0.650.